From a dataset of Reaction yield outcomes from USPTO patents with 853,638 reactions. Predict the reaction yield, written as a fraction of the theoretical maximum amount of product (1.0 means a 100% yield; for example, 0.34 means a 34% yield). (1) The reactants are [C:1]([O:5][C:6](=[O:18])[CH2:7][CH2:8][CH2:9][CH2:10][CH2:11][CH2:12][CH2:13][CH2:14][CH2:15][CH2:16]Br)([CH3:4])([CH3:3])[CH3:2].[N:19]([O-:21])=[O:20].[Na+].C1(C=C(O)C=C(O)C=1)O. The catalyst is CN(C=O)C. The product is [C:1]([O:5][C:6](=[O:18])[CH2:7][CH2:8][CH2:9][CH2:10][CH2:11][CH2:12][CH2:13][CH2:14][CH2:15][CH2:16][N+:19]([O-:21])=[O:20])([CH3:4])([CH3:3])[CH3:2]. The yield is 0.420. (2) The reactants are [F:1][C:2]([F:44])([F:43])[C:3]1[CH:4]=[C:5]([C:13]([CH3:42])([CH3:41])[C:14]([N:16]([CH3:40])[C:17]2[C:18]([C:32]3[CH:37]=[CH:36][C:35]([F:38])=[CH:34][C:33]=3[CH3:39])=[CH:19][C:20]([C@@H:23]3[NH:27][C@@:26]([CH3:31])([C:28]([NH2:30])=[O:29])[CH2:25][CH2:24]3)=[N:21][CH:22]=2)=[O:15])[CH:6]=[C:7]([C:9]([F:12])([F:11])[F:10])[CH:8]=1.[ClH:45]. The catalyst is C(OCC)C. The product is [ClH:45].[ClH:45].[F:44][C:2]([F:1])([F:43])[C:3]1[CH:4]=[C:5]([C:13]([CH3:41])([CH3:42])[C:14]([N:16]([CH3:40])[C:17]2[C:18]([C:32]3[CH:37]=[CH:36][C:35]([F:38])=[CH:34][C:33]=3[CH3:39])=[CH:19][C:20]([C@@H:23]3[NH:27][C@@:26]([CH3:31])([C:28]([NH2:30])=[O:29])[CH2:25][CH2:24]3)=[N:21][CH:22]=2)=[O:15])[CH:6]=[C:7]([C:9]([F:10])([F:11])[F:12])[CH:8]=1. The yield is 0.990. (3) The reactants are [C:1]([C:4]1[CH:9]=[CH:8][CH:7]=[C:6]([C:10](=O)[CH3:11])[N:5]=1)(=O)[CH3:2].[CH2:13]([C:15]1[CH:21]=[CH:20][CH:19]=[CH:18][C:16]=1[NH2:17])[CH3:14]. The catalyst is C(O)=O.CO. The product is [CH2:13]([C:15]1[CH:21]=[CH:20][CH:19]=[CH:18][C:16]=1[N:17]=[C:1]([C:4]1[CH:9]=[CH:8][CH:7]=[C:6]([C:10](=[N:17][C:16]2[CH:18]=[CH:19][CH:20]=[CH:21][C:15]=2[CH2:13][CH3:14])[CH3:11])[N:5]=1)[CH3:2])[CH3:14]. The yield is 0.552. (4) The reactants are [CH2:1]([O:8][C:9]1[CH:17]=[CH:16][CH:15]=[C:14]2[C:10]=1[CH:11]=[CH:12][NH:13]2)[C:2]1[CH:7]=[CH:6][CH:5]=[CH:4][CH:3]=1.C([Mg]Br)C.[CH3:22][C:23]1([CH3:31])[C:25]([CH3:27])([CH3:26])[CH:24]1[C:28](Cl)=[O:29]. The catalyst is ClCCl.[Cl-].[Zn+2].[Cl-]. The product is [CH2:1]([O:8][C:9]1[CH:17]=[CH:16][CH:15]=[C:14]2[C:10]=1[C:11]([C:28]([CH:24]1[C:25]([CH3:27])([CH3:26])[C:23]1([CH3:31])[CH3:22])=[O:29])=[CH:12][NH:13]2)[C:2]1[CH:3]=[CH:4][CH:5]=[CH:6][CH:7]=1. The yield is 0.340. (5) The reactants are [OH-].[Na+].C[O:4][C:5](=[O:37])[CH2:6][NH:7][C:8]([C:10]1[N:11]([C:27]2[CH:32]=[CH:31][C:30]([O:33][CH:34]([CH3:36])[CH3:35])=[CH:29][CH:28]=2)[C:12]2[C:17]([CH:18]=1)=[CH:16][C:15]([O:19][C:20]1[CH:25]=[CH:24][CH:23]=[C:22]([Cl:26])[CH:21]=1)=[CH:14][CH:13]=2)=[O:9].Cl. The catalyst is O.CCO. The product is [Cl:26][C:22]1[CH:21]=[C:20]([CH:25]=[CH:24][CH:23]=1)[O:19][C:15]1[CH:16]=[C:17]2[C:12](=[CH:13][CH:14]=1)[N:11]([C:27]1[CH:28]=[CH:29][C:30]([O:33][CH:34]([CH3:36])[CH3:35])=[CH:31][CH:32]=1)[C:10]([C:8]([NH:7][CH2:6][C:5]([OH:37])=[O:4])=[O:9])=[CH:18]2. The yield is 0.720. (6) The reactants are [C:1]([O:5][C:6](=[O:28])[NH:7][C:8]1[C@:9]([CH3:27])([C:23]([F:26])([F:25])[F:24])[O:10][CH2:11][C@:12]([C:15]2[C:20]([F:21])=[CH:19][CH:18]=[C:17]([NH2:22])[N:16]=2)([CH3:14])[N:13]=1)([CH3:4])([CH3:3])[CH3:2].ClC1C(C(O)=O)=NC=C(C#N)C=1.C1C=NC2N(O)N=NC=2C=1.CCN=C=NCCCN(C)C.Cl. The catalyst is CN(C=O)C.C1(C)C=CC=CC=1. The product is [C:1]([O:5][C:6](=[O:28])[NH:7][C:8]1[C@:9]([CH3:27])([C:23]([F:26])([F:24])[F:25])[O:10][CH2:11][C@@:12]([C:15]2[C:20]([F:21])=[CH:19][CH:18]=[C:17]([NH2:22])[N:16]=2)([CH3:14])[N:13]=1)([CH3:2])([CH3:3])[CH3:4]. The yield is 0.760.